Dataset: Forward reaction prediction with 1.9M reactions from USPTO patents (1976-2016). Task: Predict the product of the given reaction. (1) Given the reactants [Br:1][C:2]1[CH:3]=[CH:4][C:5]2[O:10][CH2:9][C@@H:8]([CH2:11][OH:12])[O:7][C:6]=2[CH:13]=1.[C:14]1(O)[CH:19]=[CH:18][CH:17]=[CH:16][CH:15]=1.C1(P(C2C=CC=CC=2)C2C=CC=CC=2)C=CC=CC=1.CCOC(/N=N/C(OCC)=O)=O, predict the reaction product. The product is: [Br:1][C:2]1[CH:3]=[CH:4][C:5]2[O:10][CH2:9][C@@H:8]([CH2:11][O:12][C:14]3[CH:19]=[CH:18][CH:17]=[CH:16][CH:15]=3)[O:7][C:6]=2[CH:13]=1. (2) Given the reactants [CH2:1]1[C:9]2[C:4](=[CH:5][CH:6]=[CH:7][CH:8]=2)[CH2:3][CH:2]1[C:10](O)=[O:11].[H-].[H-].[H-].[H-].[Li+].[Al+3], predict the reaction product. The product is: [CH2:3]1[C:4]2[C:9](=[CH:8][CH:7]=[CH:6][CH:5]=2)[CH2:1][CH:2]1[CH2:10][OH:11]. (3) Given the reactants [CH:1]1N=C[N:3]([C:6]([N:8]2[CH:12]=[N:11][CH:10]=[CH:9]2)=[O:7])[CH:2]=1.[Cl-].[CH3:14][C:15](=[CH2:22])[C:16]([O:18]CC[NH3+])=[O:17], predict the reaction product. The product is: [N:8]1([C:6]([NH:3][CH2:2][CH2:1][O:18][C:16](=[O:17])[C:15]([CH3:22])=[CH2:14])=[O:7])[CH:9]=[CH:10][N:11]=[CH:12]1. (4) Given the reactants [Br:1][C:2]1[CH:7]=[CH:6][CH:5]=[CH:4][C:3]=1[NH:8][C:9]([NH:11][C:12]1[CH:17]=[CH:16][C:15]([Cl:18])=[C:14]([S:19]([NH:22][CH2:23][CH2:24][CH2:25][S:26][CH3:27])(=[O:21])=[O:20])[C:13]=1[OH:28])=[O:10].I([O-])(=O)(=O)=[O:30].[Na+], predict the reaction product. The product is: [Br:1][C:2]1[CH:7]=[CH:6][CH:5]=[CH:4][C:3]=1[NH:8][C:9]([NH:11][C:12]1[CH:17]=[CH:16][C:15]([Cl:18])=[C:14]([S:19]([NH:22][CH2:23][CH2:24][CH2:25][S:26]([CH3:27])=[O:30])(=[O:20])=[O:21])[C:13]=1[OH:28])=[O:10]. (5) Given the reactants [C:1]([Si:5]([CH3:21])([CH3:20])[O:6][CH2:7][C:8]([CH3:19])([C:10]1[CH:15]=[CH:14][C:13]([N+:16]([O-])=O)=[CH:12][CH:11]=1)[CH3:9])([CH3:4])([CH3:3])[CH3:2], predict the reaction product. The product is: [C:1]([Si:5]([CH3:20])([CH3:21])[O:6][CH2:7][C:8]([C:10]1[CH:11]=[CH:12][C:13]([NH2:16])=[CH:14][CH:15]=1)([CH3:19])[CH3:9])([CH3:4])([CH3:2])[CH3:3]. (6) Given the reactants [NH:1]([C:3]1[CH:8]=[CH:7][CH:6]=[CH:5][N:4]=1)[NH2:2].CO[CH:11]=[CH:12][C:13]#[N:14].[O-]CC.[Na+], predict the reaction product. The product is: [N:4]1[CH:5]=[CH:6][CH:7]=[CH:8][C:3]=1[N:1]1[CH:11]=[CH:12][C:13]([NH2:14])=[N:2]1.